From a dataset of Reaction yield outcomes from USPTO patents with 853,638 reactions. Predict the reaction yield, written as a fraction of the theoretical maximum amount of product (1.0 means a 100% yield; for example, 0.34 means a 34% yield). (1) The reactants are [CH3:1][C:2]1[C:10]2[C:9]([CH2:11][N:12]3[C:16]4[CH:17]=[CH:18][CH:19]=[CH:20][C:15]=4[NH:14][C:13]3=[O:21])=[CH:8][S:7][C:6]=2[CH:5]=[CH:4][CH:3]=1.C[O:23][S:24]([CH:27]=[CH:28][CH2:29][CH2:30][CH3:31])(=[O:26])=[O:25].[OH-].[Na+].[NH4+].[Cl-]. The catalyst is C1COCC1.O. The product is [CH3:1][C:2]1[C:10]2[C:9]([CH2:11][N:12]3[C:16]4[CH:17]=[CH:18][CH:19]=[CH:20][C:15]=4[N:14]([CH:28]([CH2:29][CH2:30][CH3:31])[CH2:27][S:24]([OH:26])(=[O:25])=[O:23])[C:13]3=[O:21])=[CH:8][S:7][C:6]=2[CH:5]=[CH:4][CH:3]=1. The yield is 0.150. (2) The reactants are [Br:1][C:2]1[CH:3]=[C:4]2[C:8](=[C:9]([C:11]([O:13][CH2:14][CH3:15])=[O:12])[CH:10]=1)[NH:7][CH:6]=[C:5]2[CH2:16][CH:17]1[CH2:21][CH2:20]S[CH2:18]1.ClC1C=C(C=CC=1)C(OO)=O.[S:33]([O-:36])([O-])=[O:34].[Na+].[Na+]. The catalyst is ClCCl. The product is [Br:1][C:2]1[CH:3]=[C:4]2[C:8](=[C:9]([C:11]([O:13][CH2:14][CH3:15])=[O:12])[CH:10]=1)[NH:7][CH:6]=[C:5]2[CH2:16][CH:17]1[CH2:21][CH2:20][S:33](=[O:36])(=[O:34])[CH2:18]1. The yield is 0.426. (3) The reactants are [NH2:1][C:2]1[CH:20]=[CH:19][C:5]([O:6][C:7]2[CH:12]=[CH:11][N:10]=[C:9]([NH:13][C:14]([CH:16]3[CH2:18][CH2:17]3)=[O:15])[CH:8]=2)=[CH:4][CH:3]=1.[O:21]([C:28]([NH:30][C:31]1[CH:32]=[C:33]([CH:46]=[C:47]([C:49]([F:52])([F:51])[F:50])[CH:48]=1)[O:34][CH:35]1[CH2:38][N:37]([C:39]([O:41][C:42]([CH3:45])([CH3:44])[CH3:43])=[O:40])[CH2:36]1)=O)C1C=CC=CC=1.O.C([O-])(O)=O.[Na+]. The catalyst is CN(C1C=CN=CC=1)C.CN(C=O)C. The product is [CH:16]1([C:14]([NH:13][C:9]2[CH:8]=[C:7]([O:6][C:5]3[CH:19]=[CH:20][C:2]([NH:1][C:28]([NH:30][C:31]4[CH:32]=[C:33]([CH:46]=[C:47]([C:49]([F:51])([F:52])[F:50])[CH:48]=4)[O:34][CH:35]4[CH2:38][N:37]([C:39]([O:41][C:42]([CH3:45])([CH3:44])[CH3:43])=[O:40])[CH2:36]4)=[O:21])=[CH:3][CH:4]=3)[CH:12]=[CH:11][N:10]=2)=[O:15])[CH2:17][CH2:18]1. The yield is 0.690.